From a dataset of Peptide-MHC class I binding affinity with 185,985 pairs from IEDB/IMGT. Regression. Given a peptide amino acid sequence and an MHC pseudo amino acid sequence, predict their binding affinity value. This is MHC class I binding data. (1) The peptide sequence is QEKKILMNF. The MHC is HLA-A02:01 with pseudo-sequence HLA-A02:01. The binding affinity (normalized) is 0. (2) The peptide sequence is KMIGGIGGFI. The MHC is HLA-A02:06 with pseudo-sequence HLA-A02:06. The binding affinity (normalized) is 0.386. (3) The binding affinity (normalized) is 0.439. The MHC is H-2-Kb with pseudo-sequence H-2-Kb. The peptide sequence is QIINMWQEV. (4) The peptide sequence is KLVEITPIGL. The MHC is HLA-A02:03 with pseudo-sequence HLA-A02:03. The binding affinity (normalized) is 0.739.